From a dataset of Forward reaction prediction with 1.9M reactions from USPTO patents (1976-2016). Predict the product of the given reaction. (1) Given the reactants [C:1]([O:5][C:6](=[O:22])[NH:7][C:8]1[CH:13]=[C:12]([O:14][CH2:15][CH3:16])[C:11]([C:17]([F:20])([F:19])[F:18])=[CH:10][C:9]=1[NH2:21])([CH3:4])([CH3:3])[CH3:2].C([O:27][C:28](=O)[CH2:29][C:30]([C:32]1[CH:37]=[CH:36][CH:35]=[C:34]([C:38]2[CH:43]=[CH:42][N:41]=[C:40]([CH:44]([CH3:46])[CH3:45])[CH:39]=2)[CH:33]=1)=[O:31])(C)(C)C, predict the reaction product. The product is: [C:1]([O:5][C:6](=[O:22])[NH:7][C:8]1[CH:13]=[C:12]([O:14][CH2:15][CH3:16])[C:11]([C:17]([F:20])([F:19])[F:18])=[CH:10][C:9]=1[NH:21][C:28](=[O:27])[CH2:29][C:30]([C:32]1[CH:37]=[CH:36][CH:35]=[C:34]([C:38]2[CH:43]=[CH:42][N:41]=[C:40]([CH:44]([CH3:45])[CH3:46])[CH:39]=2)[CH:33]=1)=[O:31])([CH3:2])([CH3:3])[CH3:4]. (2) Given the reactants [N:1]1([C:6]2[CH:25]=[CH:24][C:9]([CH2:10][C:11]3[C:12]([Cl:23])=[CH:13][C:14]([CH:21]=C)=[C:15]([CH:20]=3)[C:16]([O:18][CH3:19])=[O:17])=[CH:8][CH:7]=2)[CH:5]=[CH:4][CH:3]=[N:2]1.CC(C)=[O:28].C(#N)C.I([O-])(=O)(=O)=O.[Na+], predict the reaction product. The product is: [N:1]1([C:6]2[CH:7]=[CH:8][C:9]([CH2:10][C:11]3[C:12]([Cl:23])=[CH:13][C:14]([CH:21]=[O:28])=[C:15]([CH:20]=3)[C:16]([O:18][CH3:19])=[O:17])=[CH:24][CH:25]=2)[CH:5]=[CH:4][CH:3]=[N:2]1. (3) Given the reactants COC1C=CC(C[O:8][C:9]2[C:18]3[C:13](=[CH:14][CH:15]=[C:16]([C:19]([F:22])([F:21])[F:20])[CH:17]=3)[N:12]=[C:11]([C:23]#[N:24])[CH:10]=2)=CC=1.C(O)(C(F)(F)F)=O, predict the reaction product. The product is: [OH:8][C:9]1[C:18]2[C:13](=[CH:14][CH:15]=[C:16]([C:19]([F:22])([F:20])[F:21])[CH:17]=2)[N:12]=[C:11]([C:23]#[N:24])[CH:10]=1. (4) Given the reactants [Cl:1][C:2]1[CH:7]=[CH:6][C:5]([C:8]2[N:9]=[C:10]3[N:14]([C:15]=2[CH2:16][OH:17])[CH:13]=[C:12]([C:18]([O-:20])=O)[S:11]3)=[CH:4][CH:3]=1.[Na+].[CH3:22][N:23]1[CH2:28][CH2:27][NH:26][CH2:25][CH2:24]1.CN(C(ON1N=NC2C=CC=CC1=2)=[N+](C)C)C.[B-](F)(F)(F)F.C(N(CC)CC)C, predict the reaction product. The product is: [Cl:1][C:2]1[CH:3]=[CH:4][C:5]([C:8]2[N:9]=[C:10]3[N:14]([C:15]=2[CH2:16][OH:17])[CH:13]=[C:12]([C:18]([N:26]2[CH2:27][CH2:28][N:23]([CH3:22])[CH2:24][CH2:25]2)=[O:20])[S:11]3)=[CH:6][CH:7]=1. (5) Given the reactants S(Cl)([Cl:3])=O.[C:5]1([C:11]2[CH:15]=[C:14]([CH2:16]O)[O:13][N:12]=2)[CH:10]=[CH:9][CH:8]=[CH:7][CH:6]=1.O, predict the reaction product. The product is: [Cl:3][CH2:16][C:14]1[O:13][N:12]=[C:11]([C:5]2[CH:10]=[CH:9][CH:8]=[CH:7][CH:6]=2)[CH:15]=1. (6) The product is: [Cl:39][C:40]1[CH:41]=[CH:42][C:43]2[CH:47]=[C:46]([S:48]([N:6]3[CH2:5][CH2:4][N:3]([CH2:8][C:9]4[CH:10]=[C:11]5[C:16](=[CH:17][CH:18]=4)[NH:15][C:14](=[O:19])[CH:13]=[CH:12]5)[C:2](=[O:1])[CH2:7]3)(=[O:50])=[O:49])[S:45][C:44]=2[CH:52]=1. Given the reactants [O:1]=[C:2]1[CH2:7][NH:6][CH2:5][CH2:4][N:3]1[CH2:8][C:9]1[CH:10]=[C:11]2[C:16](=[CH:17][CH:18]=1)[NH:15][C:14](=[O:19])[CH:13]=[CH:12]2.NC1C=CC2C(=CC=C(CN3CCNCC3=O)C=2)N=1.[Cl:39][C:40]1[CH:41]=[CH:42][C:43]2[CH:47]=[C:46]([S:48](Cl)(=[O:50])=[O:49])[S:45][C:44]=2[CH:52]=1, predict the reaction product. (7) Given the reactants COC([C@@H]1CC2C(=CC(O)=CC=2)CN1C(OC(C)(C)C)=O)=O.C(C1C=CC(B(O)O)=CC=1)(C)(C)C.C[O:37][C:38]([C@@H:40]1[CH2:49][C:48]2[C:43](=[CH:44][C:45]([O:50][C:51]3[CH:56]=[CH:55][C:54]([C:57]([CH3:60])([CH3:59])[CH3:58])=[CH:53][CH:52]=3)=[CH:46][CH:47]=2)[CH2:42][N:41]1C(OC(C)(C)C)=O)=[O:39], predict the reaction product. The product is: [C:57]([C:54]1[CH:55]=[CH:56][C:51]([O:50][C:45]2[CH:44]=[C:43]3[C:48]([CH:49]=[C:40]([C:38]([OH:39])=[O:37])[N:41]=[CH:42]3)=[CH:47][CH:46]=2)=[CH:52][CH:53]=1)([CH3:60])([CH3:58])[CH3:59].